The task is: Binary Classification. Given a drug SMILES string, predict its activity (active/inactive) in a high-throughput screening assay against a specified biological target.. This data is from HIV replication inhibition screening data with 41,000+ compounds from the AIDS Antiviral Screen. The compound is C=CCCON(C(=O)OC(C)(C)C)c1ccccc1. The result is 0 (inactive).